This data is from Catalyst prediction with 721,799 reactions and 888 catalyst types from USPTO. The task is: Predict which catalyst facilitates the given reaction. (1) Reactant: Br[CH2:2][CH2:3][S:4](Cl)(=[O:6])=[O:5].C(N(CC)CC)C.[NH:15]1[CH2:20][CH2:19][CH2:18][CH2:17][CH2:16]1. Product: [CH:3]([S:4]([N:15]1[CH2:20][CH2:19][CH2:18][CH2:17][CH2:16]1)(=[O:6])=[O:5])=[CH2:2]. The catalyst class is: 4. (2) Reactant: [CH2:1]([N:8]1[CH2:13][CH2:12][CH2:11][C:10]([C:15]2[CH:20]=[CH:19][CH:18]=[C:17]([O:21]C3CCCCO3)[CH:16]=2)([OH:14])[CH2:9]1)[C:2]1[CH:7]=[CH:6][CH:5]=[CH:4][CH:3]=1.Cl. Product: [CH2:1]([N:8]1[CH2:13][CH2:12][CH2:11][C:10]([C:15]2[CH:20]=[CH:19][CH:18]=[C:17]([OH:21])[CH:16]=2)([OH:14])[CH2:9]1)[C:2]1[CH:3]=[CH:4][CH:5]=[CH:6][CH:7]=1. The catalyst class is: 8. (3) Reactant: C([OH:5])(C)(C)C.[OH2:6].CC[C@@H]1[C@@H]2C[C@H]([C@@H](OC3C4C(=CC=CC=4)C(O[C@@H](C4C=CN=C5C=4C=C(OC)C=C5)[C@@H]4N5C[C@H](CC)[C@@H](CC5)C4)=NN=3)C3C=CN=C4C=3C=C(OC)C=C4)N(CC2)C1.S([O-])([O-])=O.[Na+].[Na+].[CH2:71]([C:74]1[C:83]2[O:82][C:81](=[O:84])[N:80]([CH3:85])[CH2:79][C:78]=2[CH:77]=[CH:76][C:75]=1[O:86][CH3:87])[CH:72]=[CH2:73]. Product: [OH:6][CH:72]([CH2:73][OH:5])[CH2:71][C:74]1[C:83]2[O:82][C:81](=[O:84])[N:80]([CH3:85])[CH2:79][C:78]=2[CH:77]=[CH:76][C:75]=1[O:86][CH3:87]. The catalyst class is: 22. (4) Reactant: [O:1]1[CH:5]=[CH:4][N:3]=[C:2]1[C:6]([NH:9]C(=O)OCC1C=CC=CC=1)([CH3:8])[CH3:7].[H][H]. Product: [O:1]1[CH2:5][CH2:4][N:3]=[C:2]1[C:6]([NH2:9])([CH3:8])[CH3:7]. The catalyst class is: 63. (5) Reactant: Cl[C:2]1[N:7]=[CH:6][C:5]2[O:8][C:9]3[C:14]([C:15](=[O:16])[C:4]=2[CH:3]=1)=[CH:13][C:12]([C:17]1[C:18]([F:23])=[N:19][CH:20]=[CH:21][CH:22]=1)=[CH:11][CH:10]=3.[CH2:24]([OH:29])[C:25]([CH3:28])([CH3:27])[CH3:26].C(P(C(C)(C)C)C1C=CC2C(=CC=CC=2)C=1C1C2C(=CC=CC=2)C=CC=1)(C)(C)C.C(=O)([O-])[O-].[Cs+].[Cs+]. Product: [F:23][C:18]1[C:17]([C:12]2[CH:13]=[C:14]3[C:9](=[CH:10][CH:11]=2)[O:8][C:5]2[CH:6]=[N:7][C:2]([O:29][CH2:24][C:25]([CH3:28])([CH3:27])[CH3:26])=[CH:3][C:4]=2[C:15]3=[O:16])=[CH:22][CH:21]=[CH:20][N:19]=1. The catalyst class is: 110. (6) Reactant: [C:1](=O)([O-])[O:2][C:3]1[CH:8]=[CH:7][C:6]([N+]([O-])=O)=[CH:5][CH:4]=1.COC([C:18]1[C:26]2N=C([C:18]3[CH:26]=[CH:22][CH:21]=[CH:20][CH:19]=3)N[C:22]=2[C:21](O)=[CH:20][CH:19]=1)=O.[C:34]([O-])([O-])=[O:35].[Cs+].[Cs+]. Product: [CH2:1]([O:2][C:3]1[CH:8]=[CH:7][C:6]([CH2:34][OH:35])=[CH:5][CH:4]=1)[C:18]1[CH:26]=[CH:22][CH:21]=[CH:20][CH:19]=1. The catalyst class is: 3. (7) Reactant: [NH:1]([C:3]([CH:5]1[CH2:10][CH2:9][N:8]([C:11]([O:13][C:14]([CH3:17])([CH3:16])[CH3:15])=[O:12])[CH2:7][CH2:6]1)=O)[NH2:2].[Cl:18][C:19]1[CH:26]=[CH:25][C:22]([C:23]#[N:24])=[CH:21][CH:20]=1.C(=O)([O-])[O-].[K+].[K+]. Product: [Cl:18][C:19]1[CH:26]=[CH:25][C:22]([C:23]2[N:24]=[C:3]([CH:5]3[CH2:10][CH2:9][N:8]([C:11]([O:13][C:14]([CH3:17])([CH3:16])[CH3:15])=[O:12])[CH2:7][CH2:6]3)[NH:1][N:2]=2)=[CH:21][CH:20]=1. The catalyst class is: 51. (8) Reactant: [CH3:1][O:2][C:3](=[O:15])[C:4]1[CH:13]=[C:12]([F:14])[CH:11]=[C:6]([C:7](OC)=[O:8])[CH:5]=1.Cl. Product: [CH3:1][O:2][C:3](=[O:15])[C:4]1[CH:5]=[C:6]([CH2:7][OH:8])[CH:11]=[C:12]([F:14])[CH:13]=1. The catalyst class is: 7. (9) Reactant: Cl[CH2:2][C:3]1[N:4]=[N:5][C:6]2[C:7](=[C:9]([NH2:14])[N:10]=[C:11]([NH2:13])[N:12]=2)[N:8]=1.[CH2:15]([N:22]1[CH2:27][CH2:26][NH:25][CH2:24][CH2:23]1)[C:16]1[CH:21]=[CH:20][CH:19]=[CH:18][CH:17]=1. Product: [CH2:15]([N:22]1[CH2:27][CH2:26][N:25]([CH2:2][C:3]2[N:4]=[N:5][C:6]3[C:7](=[C:9]([NH2:14])[N:10]=[C:11]([NH2:13])[N:12]=3)[N:8]=2)[CH2:24][CH2:23]1)[C:16]1[CH:17]=[CH:18][CH:19]=[CH:20][CH:21]=1. The catalyst class is: 8.